This data is from Full USPTO retrosynthesis dataset with 1.9M reactions from patents (1976-2016). The task is: Predict the reactants needed to synthesize the given product. (1) Given the product [NH2:8]/[C:6](/[CH3:7])=[C:5](\[C:18](=[O:19])[CH2:17][Cl:16])/[C:4]([O:3][CH2:1][CH3:2])=[O:9], predict the reactants needed to synthesize it. The reactants are: [CH2:1]([O:3][C:4](=[O:9])/[CH:5]=[C:6](\[NH2:8])/[CH3:7])[CH3:2].N1C=CC=CC=1.[Cl:16][CH2:17][C:18](Cl)=[O:19].O. (2) Given the product [NH:33]1[C:34]2[CH:40]=[CH:39][CH:38]=[CH:37][C:35]=2[N:36]=[C:32]1[NH:31][CH2:27][C:26]1[CH:29]=[CH:30][C:23]([CH2:22][N:11]([CH2:10][C:2]2[NH:3][C:4]3[CH:9]=[CH:8][CH:7]=[CH:6][C:5]=3[N:1]=2)[CH:12]2[C:21]3[N:20]=[CH:19][CH:18]=[CH:17][C:16]=3[CH2:15][CH2:14][CH2:13]2)=[CH:24][CH:25]=1, predict the reactants needed to synthesize it. The reactants are: [NH:1]1[C:5]2[CH:6]=[CH:7][CH:8]=[CH:9][C:4]=2[N:3]=[C:2]1[CH2:10][N:11]([CH2:22][C:23]1[CH:30]=[CH:29][C:26]([CH:27]=O)=[CH:25][CH:24]=1)[CH:12]1[C:21]2[N:20]=[CH:19][CH:18]=[CH:17][C:16]=2[CH2:15][CH2:14][CH2:13]1.[NH2:31][C:32]1[NH:33][C:34]2[CH:40]=[CH:39][CH:38]=[CH:37][C:35]=2[N:36]=1.[BH3-]C#N.[Na+].